This data is from Full USPTO retrosynthesis dataset with 1.9M reactions from patents (1976-2016). The task is: Predict the reactants needed to synthesize the given product. (1) Given the product [CH3:27][C:28]1([CH3:40])[C:29]2[CH:30]=[N:31][C:32](=[O:39])[NH:33][C:34]=2[C:35]2[S:14][C:15]3[CH:21]=[C:20]([O:22][C:23]([F:24])([F:25])[F:26])[CH:19]=[CH:18][C:16]=3[NH:17][C:36]=2[CH2:37]1, predict the reactants needed to synthesize it. The reactants are: [NH2:17][C:16]1[CH:18]=[CH:19][C:20]([O:22][C:23]([F:24])([F:25])[F:26])=[CH:21][C:15]=1[S:14][S:14][C:15]1[CH:21]=[C:20]([O:22][C:23]([F:26])([F:25])[F:24])[CH:19]=[CH:18][C:16]=1[NH2:17].[CH3:27][C:28]1([CH3:40])[CH2:37][C:36](=O)[CH2:35][C:34]2[NH:33][C:32](=[O:39])[N:31]=[CH:30][C:29]1=2. (2) Given the product [CH2:11]([O:18][C:2]1[S:6][N:5]=[C:4]([S:7][CH2:8][CH:9]=[CH2:10])[N:3]=1)[C:12]1[CH:17]=[CH:16][CH:15]=[CH:14][CH:13]=1, predict the reactants needed to synthesize it. The reactants are: Cl[C:2]1[S:6][N:5]=[C:4]([S:7][CH2:8][CH:9]=[CH2:10])[N:3]=1.[CH2:11]([OH:18])[C:12]1[CH:17]=[CH:16][CH:15]=[CH:14][CH:13]=1.[H-].[Na+].[Cl-].[Na+]. (3) Given the product [CH:2]1([CH2:5][O:6][C:7]2[CH:12]=[C:11]([O:13][CH3:14])[CH:10]=[CH:9][C:8]=2[C:15]2[C:16]3[NH:23][C:22]([CH3:24])=[C:21]([C:25]([NH:27][CH:28]4[CH2:29][CH2:30][N:31]([C:37](=[O:38])[CH2:36][O:35][CH3:34])[CH2:32][CH2:33]4)=[O:26])[C:17]=3[N:18]=[CH:19][N:20]=2)[CH2:4][CH2:3]1, predict the reactants needed to synthesize it. The reactants are: Cl.[CH:2]1([CH2:5][O:6][C:7]2[CH:12]=[C:11]([O:13][CH3:14])[CH:10]=[CH:9][C:8]=2[C:15]2[C:16]3[NH:23][C:22]([CH3:24])=[C:21]([C:25]([NH:27][CH:28]4[CH2:33][CH2:32][NH:31][CH2:30][CH2:29]4)=[O:26])[C:17]=3[N:18]=[CH:19][N:20]=2)[CH2:4][CH2:3]1.[CH3:34][O:35][CH2:36][C:37](Cl)=[O:38].